Task: Predict the reactants needed to synthesize the given product.. Dataset: Full USPTO retrosynthesis dataset with 1.9M reactions from patents (1976-2016) (1) Given the product [C:34]([O-:46])(=[O:45])[CH2:35][C:36]([CH2:41][C:42]([O-:44])=[O:43])([C:38]([O-:40])=[O:39])[OH:37].[Mg+2:33].[C:34]([O-:46])(=[O:45])[CH2:35][C:36]([CH2:41][C:42]([O-:44])=[O:43])([C:38]([O-:40])=[O:39])[OH:37].[Mg+2:33].[Mg+2:33], predict the reactants needed to synthesize it. The reactants are: C1C=CN=C(C(C2C=CC(OS([O-])(=O)=O)=CC=2)C2C=CC(OS([O-])(=O)=O)=CC=2)C=1.[Na+].[Na+].[O-2].[Mg+2:33].[C:34]([OH:46])(=[O:45])[CH2:35][C:36]([CH2:41][C:42]([OH:44])=[O:43])([C:38]([OH:40])=[O:39])[OH:37]. (2) Given the product [Br-:1].[CH3:17][C:12]1[CH:13]=[CH:14][CH:15]=[CH:16][N+:11]=1[CH2:2][C:3](=[O:4])[CH:5]1[CH2:10][CH2:9][O:8][CH2:7][CH2:6]1, predict the reactants needed to synthesize it. The reactants are: [Br:1][CH2:2][C:3]([CH:5]1[CH2:10][CH2:9][O:8][CH2:7][CH2:6]1)=[O:4].[N:11]1[CH:16]=[CH:15][CH:14]=[CH:13][C:12]=1[CH3:17]. (3) Given the product [C:1]([O:5][C:6](=[O:21])[CH2:7][O:8][C:9]1[C:18]2[CH2:17][CH2:16][CH2:15][CH:14]([NH2:28])[C:13]=2[CH:12]=[C:11]([Cl:19])[C:10]=1[F:20])([CH3:4])([CH3:2])[CH3:3], predict the reactants needed to synthesize it. The reactants are: [C:1]([O:5][C:6](=[O:21])[CH2:7][O:8][C:9]1[C:18]2[CH2:17][CH2:16][CH2:15][CH2:14][C:13]=2[CH:12]=[C:11]([Cl:19])[C:10]=1[F:20])([CH3:4])([CH3:3])[CH3:2].C([O-])(=O)C.[NH4+].C([BH3-])#[N:28].[Na+]. (4) Given the product [CH3:1][O:2][C:3]1[C:8]([O:9][CH2:10][CH2:11][NH:12][CH2:13][CH:14]([OH:30])[CH2:15][O:16][C:17]2[C:22]3[C:23]4[C:28]([NH:29][C:21]=3[CH:20]=[CH:19][CH:18]=2)=[CH:27][CH:26]=[CH:25][CH:24]=4)=[CH:7][CH:6]=[CH:5][CH:4]=1.[CH3:1][O:2][C:3]1[C:8]([O:9][CH2:10][CH2:11][NH:12][CH2:13][CH:14]([OH:30])[CH2:15][O:16][C:17]2[C:22]3[C:23]4[C:28]([NH:29][C:21]=3[CH:20]=[CH:19][CH:18]=2)=[CH:27][CH:26]=[CH:25][CH:24]=4)=[CH:7][CH:6]=[CH:5][CH:4]=1.[OH2:32].[OH:33][P:31]([OH:35])([OH:34])=[O:32].[OH:33][P:31]([OH:35])([OH:34])=[O:32], predict the reactants needed to synthesize it. The reactants are: [CH3:1][O:2][C:3]1[CH:4]=[CH:5][CH:6]=[CH:7][C:8]=1[O:9][CH2:10][CH2:11][NH:12][CH2:13][CH:14]([OH:30])[CH2:15][O:16][C:17]1[CH:18]=[CH:19][CH:20]=[C:21]2[NH:29][C:28]3[CH:27]=[CH:26][CH:25]=[CH:24][C:23]=3[C:22]=12.[P:31](=[O:35])([OH:34])([OH:33])[OH:32]. (5) Given the product [Cl:1][C:2]1[CH:7]=[CH:6][C:5]([CH:8]([C:20]2[CH:25]=[CH:24][C:23]([CH2:26][OH:27])=[CH:22][CH:21]=2)[CH2:9]/[C:10](/[C:12]2[CH:13]=[CH:14][C:15](=[O:19])[N:16]([CH3:18])[CH:17]=2)=[N:30]\[OH:31])=[C:4]([F:28])[CH:3]=1, predict the reactants needed to synthesize it. The reactants are: [Cl:1][C:2]1[CH:7]=[CH:6][C:5]([CH:8]([C:20]2[CH:25]=[CH:24][C:23]([CH2:26][OH:27])=[CH:22][CH:21]=2)[CH2:9][C:10]([C:12]2[CH:13]=[CH:14][C:15](=[O:19])[N:16]([CH3:18])[CH:17]=2)=O)=[C:4]([F:28])[CH:3]=1.Cl.[NH2:30][OH:31].C(=O)([O-])O.[Na+]. (6) Given the product [CH3:18][O:17][C:16]1[CH:15]=[CH:14][CH:13]=[C:12]([O:19][CH3:20])[C:11]=1[CH:2]1[N:1]([CH2:26][C:25]2[CH:28]=[CH:29][C:22]([F:21])=[C:23]([C:30]3[CH:35]=[CH:34][CH:33]=[CH:32][N:31]=3)[CH:24]=2)[C:5](=[O:7])[CH:4]([CH3:10])[CH2:3]1, predict the reactants needed to synthesize it. The reactants are: [NH2:1][CH:2]([C:11]1[C:16]([O:17][CH3:18])=[CH:15][CH:14]=[CH:13][C:12]=1[O:19][CH3:20])[CH2:3][CH:4]([CH3:10])[C:5]([O:7]CC)=O.[F:21][C:22]1[CH:29]=[CH:28][C:25]([CH:26]=O)=[CH:24][C:23]=1[C:30]1[CH:35]=[CH:34][CH:33]=[CH:32][N:31]=1.